This data is from Full USPTO retrosynthesis dataset with 1.9M reactions from patents (1976-2016). The task is: Predict the reactants needed to synthesize the given product. (1) Given the product [CH3:21][CH:19]([C:18]1[N:17]=[C:16]([N:22]([S:23]([CH3:26])(=[O:24])=[O:25])[CH3:27])[N:15]=[C:14]([C:28]2[CH:29]=[CH:30][C:31]([F:34])=[CH:32][CH:33]=2)[C:13]=1/[CH:12]=[CH:11]/[C@@H:9]([OH:8])[CH2:10][C@@H:5]([OH:6])[CH2:4][C:3]([OH:37])=[O:2])[CH3:20], predict the reactants needed to synthesize it. The reactants are: C[O:2][C:3](=[O:37])[CH2:4][C@H:5]1[CH2:10][C@@H:9](/[CH:11]=[CH:12]/[C:13]2[C:14]([C:28]3[CH:33]=[CH:32][C:31]([F:34])=[CH:30][CH:29]=3)=[N:15][C:16]([N:22]([CH3:27])[S:23]([CH3:26])(=[O:25])=[O:24])=[N:17][C:18]=2[CH:19]([CH3:21])[CH3:20])[O:8]C(C)(C)[O:6]1.Cl.[OH-].[Na+].[Na+].[Cl-]. (2) Given the product [I:1][C:2]1[CH:3]=[C:4]([CH:8]=[CH:9][CH:10]=1)[C:5]([Cl:14])=[O:6], predict the reactants needed to synthesize it. The reactants are: [I:1][C:2]1[CH:3]=[C:4]([CH:8]=[CH:9][CH:10]=1)[C:5](O)=[O:6].C(Cl)(=O)C([Cl:14])=O.CN(C=O)C.